Dataset: Reaction yield outcomes from USPTO patents with 853,638 reactions. Task: Predict the reaction yield, written as a fraction of the theoretical maximum amount of product (1.0 means a 100% yield; for example, 0.34 means a 34% yield). (1) The reactants are [CH2:1]([C:3]1[CH:7]=[C:6]([C:8]([OH:10])=O)[N:5]([CH3:11])[N:4]=1)[CH3:2].CN(C)C=O.C(Cl)(=O)C(Cl)=O.[NH2:23][C:24]1[CH:25]=[C:26]([CH:44]=[CH:45][C:46]=1[F:47])[O:27][C:28]1[CH:29]=[CH:30][C:31]2[N:32]([CH:34]=[C:35]([NH:37][C:38]([CH:40]3[CH2:42][CH:41]3[CH3:43])=[O:39])[N:36]=2)[N:33]=1.C(=O)([O-])O.[Na+]. The catalyst is O1CCCC1.CN(C)C(=O)C. The product is [CH2:1]([C:3]1[CH:7]=[C:6]([C:8]([NH:23][C:24]2[CH:25]=[C:26]([O:27][C:28]3[CH:29]=[CH:30][C:31]4[N:32]([CH:34]=[C:35]([NH:37][C:38]([CH:40]5[CH2:42][CH:41]5[CH3:43])=[O:39])[N:36]=4)[N:33]=3)[CH:44]=[CH:45][C:46]=2[F:47])=[O:10])[N:5]([CH3:11])[N:4]=1)[CH3:2]. The yield is 0.570. (2) The reactants are Cl.[NH2:2][C@@H:3]1[CH2:7][CH2:6][N:5]([C:8]([O:10][CH:11]2[CH:18]3[CH2:19][CH:14]4[CH2:15][CH:16]([CH2:20][CH:12]2[CH2:13]4)[CH2:17]3)=[O:9])[CH2:4]1.CCN(C(C)C)C(C)C.Cl[C:31]([O:33][CH2:34][CH3:35])=[O:32].Cl. The catalyst is C(Cl)Cl. The product is [CH2:34]([O:33][C:31]([NH:2][C@@H:3]1[CH2:7][CH2:6][N:5]([C:8]([O:10][CH:11]2[CH:12]3[CH2:13][CH:14]4[CH2:15][CH:16]([CH2:17][CH:18]2[CH2:19]4)[CH2:20]3)=[O:9])[CH2:4]1)=[O:32])[CH3:35]. The yield is 0.710. (3) The reactants are [NH2:1][C:2]1[CH:3]=[N:4][CH:5]=[CH:6][C:7]=1[N:8]1[CH2:13][CH2:12][CH2:11][CH:10]([NH:14]C(=O)OC(C)(C)C)[CH2:9]1.C(OC([N:29]1[CH2:33][CH2:32][CH:31]([C:34]2[S:35][C:36]([NH:42]C(OC(C)(C)C)=O)=[C:37]([C:39](O)=[O:40])[N:38]=2)[CH2:30]1)=O)(C)(C)C. No catalyst specified. The product is [NH2:42][C:36]1[S:35][C:34]([CH:31]2[CH2:32][CH2:33][NH:29][CH2:30]2)=[N:38][C:37]=1[C:39]([NH:1][C:2]1[CH:3]=[N:4][CH:5]=[CH:6][C:7]=1[N:8]1[CH2:13][CH2:12][CH2:11][CH:10]([NH2:14])[CH2:9]1)=[O:40]. The yield is 0.320. (4) The reactants are [N+:1]([C:4]1[CH:5]=[CH:6][C:7]2[O:12][C@:11]([CH3:18])([CH:13]([O:16][CH3:17])[O:14][CH3:15])[C@H:10]3[O:19][C@H:9]3[C:8]=2[CH:20]=1)([O-:3])=[O:2].[F:21][C:22]([F:38])([F:37])[O:23][C:24]1[CH:29]=[CH:28][C:27]([NH:30][CH2:31][C:32]2[NH:33][CH:34]=[CH:35][N:36]=2)=[CH:26][CH:25]=1. No catalyst specified. The product is [N+:1]([C:4]1[CH:5]=[CH:6][C:7]2[O:12][C@:11]([CH3:18])([CH:13]([O:16][CH3:17])[O:14][CH3:15])[C@@H:10]([OH:19])[C@H:9]([N:30]([C:27]3[CH:26]=[CH:25][C:24]([O:23][C:22]([F:38])([F:37])[F:21])=[CH:29][CH:28]=3)[CH2:31][C:32]3[NH:36][CH:35]=[CH:34][N:33]=3)[C:8]=2[CH:20]=1)([O-:3])=[O:2]. The yield is 0.470. (5) The reactants are O.C1(C)C=CC(S(O)(=O)=O)=CC=1.[Br:13][C:14]1[C:15](O)=[C:16]([NH:31][C:32](=[O:37])[C:33]([CH3:36])([CH3:35])[CH3:34])[C:17]([C:29]#[N:30])=[C:18]([CH3:28])[C:19]=1[CH:20]=[CH:21][C:22]1[CH:27]=[CH:26][CH:25]=[CH:24][CH:23]=1.O.C(=O)(O)[O-].[Na+]. The catalyst is C1(C)C=CC=CC=1. The product is [Br:13][C:14]1[C:19]([CH:20]=[CH:21][C:22]2[CH:23]=[CH:24][CH:25]=[CH:26][CH:27]=2)=[C:18]([CH3:28])[C:17]([C:29]#[N:30])=[C:16]2[C:15]=1[O:37][C:32]([C:33]([CH3:36])([CH3:35])[CH3:34])=[N:31]2. The yield is 0.840. (6) The reactants are [CH2:1]([N:3]1[CH:7]=[C:6]([NH2:8])[C:5]([CH3:9])=[N:4]1)[CH3:2].[F:10][C:11]([F:22])([F:21])[C:12]1[N:17]=[CH:16][C:15]([CH2:18][C:19]#N)=[CH:14][CH:13]=1. The catalyst is CO.[Pd]. The product is [CH2:1]([N:3]1[CH:7]=[C:6]([NH:8][CH2:19][CH2:18][C:15]2[CH:16]=[N:17][C:12]([C:11]([F:22])([F:10])[F:21])=[CH:13][CH:14]=2)[C:5]([CH3:9])=[N:4]1)[CH3:2]. The yield is 0.130. (7) The reactants are [CH3:1][N:2]1[C:6]([NH2:7])=[CH:5][CH:4]=[N:3]1.[Br:8][CH:9]([CH:12]=O)[CH:10]=O.S(=O)(=O)(O)O. The catalyst is C(O)(=O)C. The product is [Br:8][C:9]1[CH:10]=[C:5]2[CH:4]=[N:3][N:2]([CH3:1])[C:6]2=[N:7][CH:12]=1. The yield is 0.270.